Dataset: Catalyst prediction with 721,799 reactions and 888 catalyst types from USPTO. Task: Predict which catalyst facilitates the given reaction. Reactant: [CH:1]1[CH:10]=[CH:9][CH:8]=[C:7]2[C:2]=1[C:3]1[N:13]3[C@@H:14]([CH2:18][NH:19][C:20](=[O:26])[O:21][C:22]([CH3:25])([CH3:24])[CH3:23])[CH2:15][O:16][CH2:17][C:12]3=[N:11][C:4]=1[CH:5]=[N:6]2.ClC1C=C(C=CC=1)C(OO)=[O:32].C([O-])([O-])=O.[Na+].[Na+]. Product: [O-:32][N+:6]1[C:7]2[C:2](=[CH:1][CH:10]=[CH:9][CH:8]=2)[C:3]2[N:13]3[C@@H:14]([CH2:18][NH:19][C:20](=[O:26])[O:21][C:22]([CH3:23])([CH3:25])[CH3:24])[CH2:15][O:16][CH2:17][C:12]3=[N:11][C:4]=2[CH:5]=1. The catalyst class is: 2.